Dataset: Full USPTO retrosynthesis dataset with 1.9M reactions from patents (1976-2016). Task: Predict the reactants needed to synthesize the given product. Given the product [CH:1]([C:4]1[C:12]([C:13](=[N:19][OH:20])[CH:14]([CH3:16])[CH3:15])=[C:7]2[CH:8]=[CH:9][CH:10]=[CH:11][N:6]2[N:5]=1)([CH3:3])[CH3:2], predict the reactants needed to synthesize it. The reactants are: [CH:1]([C:4]1[C:12]([C:13](=O)[CH:14]([CH3:16])[CH3:15])=[C:7]2[CH:8]=[CH:9][CH:10]=[CH:11][N:6]2[N:5]=1)([CH3:3])[CH3:2].Cl.[NH2:19][OH:20].[OH-].[Na+].Cl.